From a dataset of Reaction yield outcomes from USPTO patents with 853,638 reactions. Predict the reaction yield, written as a fraction of the theoretical maximum amount of product (1.0 means a 100% yield; for example, 0.34 means a 34% yield). (1) The reactants are [Br:1][C:2]1[CH:7]=[C:6]([Cl:8])[CH:5]=[CH:4][C:3]=1[OH:9].C(=O)([O-])[O-].[K+].[K+].Cl[CH2:17][C:18]([CH3:20])=[CH2:19].O. The catalyst is CN(C=O)C. The product is [Br:1][C:2]1[CH:7]=[C:6]([Cl:8])[CH:5]=[CH:4][C:3]=1[O:9][CH2:19][C:18]([CH3:20])=[CH2:17]. The yield is 0.980. (2) The reactants are C(OC([N:11]1[CH2:16][CH2:15][N:14]([C:17]2([CH3:20])[CH2:19][CH2:18]2)[CH2:13][CH2:12]1)=O)C1C=CC=CC=1. The catalyst is C(O)C.[OH-].[OH-].[Pd+2]. The product is [CH3:20][C:17]1([N:14]2[CH2:15][CH2:16][NH:11][CH2:12][CH2:13]2)[CH2:19][CH2:18]1. The yield is 0.740. (3) The reactants are S(O)(O)(=O)=O.[CH3:6][S:7][C:8](=[NH:10])[NH2:9].O.Cl[C:13]([O:15][CH2:16][CH2:17][CH2:18][Cl:19])=[O:14]. The catalyst is O1CCOCC1.C(OCC)(=O)C. The product is [NH:10]=[C:8]([NH:9][C:13](=[O:14])[O:15][CH2:16][CH2:17][CH2:18][Cl:19])[S:7][CH3:6]. The yield is 0.640. (4) The catalyst is C1C=CC(/C=C/C(/C=C/C2C=CC=CC=2)=O)=CC=1.C1C=CC(/C=C/C(/C=C/C2C=CC=CC=2)=O)=CC=1.C1C=CC(/C=C/C(/C=C/C2C=CC=CC=2)=O)=CC=1.[Pd].[Pd].O1CCOCC1. The product is [C:52]([O:55][CH2:56][C:57]1[C:58]([N:72]2[CH2:83][CH2:82][N:81]3[C:74](=[CH:75][C:76]4[CH2:77][C:78]([CH3:85])([CH3:84])[CH2:79][C:80]=43)[C:73]2=[O:86])=[N:59][CH:60]=[CH:61][C:62]=1[C:63]1[CH:68]=[C:67]([NH:9][C:6]2[CH:5]=[C:4]([CH:1]3[CH2:3][CH2:2]3)[O:8][N:7]=2)[C:66](=[O:70])[N:65]([CH3:71])[CH:64]=1)(=[O:54])[CH3:53]. The yield is 0.320. The reactants are [CH:1]1([C:4]2[O:8][N:7]=[C:6]([NH2:9])[CH:5]=2)[CH2:3][CH2:2]1.CC1(C)C2C(=C(P(C3C=CC=CC=3)C3C=CC=CC=3)C=CC=2)OC2C(P(C3C=CC=CC=3)C3C=CC=CC=3)=CC=CC1=2.[C:52]([O:55][CH2:56][C:57]1[C:58]([N:72]2[CH2:83][CH2:82][N:81]3[C:74](=[CH:75][C:76]4[CH2:77][C:78]([CH3:85])([CH3:84])[CH2:79][C:80]=43)[C:73]2=[O:86])=[N:59][CH:60]=[CH:61][C:62]=1[C:63]1[CH:68]=[C:67](Br)[C:66](=[O:70])[N:65]([CH3:71])[CH:64]=1)(=[O:54])[CH3:53].C([O-])([O-])=O.[Cs+].[Cs+]. (5) The reactants are C(O)(C(F)(F)F)=O.[Cl:8][C:9]1[CH:10]=[N:11][CH:12]=[C:13]([F:28])[C:14]=1[C:15]1[CH2:16][CH2:17][N:18](C(OC(C)(C)C)=O)[CH2:19][CH:20]=1. The catalyst is C(Cl)Cl. The product is [Cl:8][C:9]1[CH:10]=[N:11][CH:12]=[C:13]([F:28])[C:14]=1[C:15]1[CH2:16][CH2:17][NH:18][CH2:19][CH:20]=1. The yield is 0.970. (6) The reactants are [F:1][C:2]1[CH:3]=[C:4]2[C:9](=[CH:10][CH:11]=1)[NH:8][C:7](=[O:12])[CH2:6][CH2:5]2.[H-].[Na+].Br[CH2:16][CH2:17][CH2:18][Cl:19]. The catalyst is CN(C=O)C. The product is [Cl:19][CH2:18][CH2:17][CH2:16][N:8]1[C:9]2[C:4](=[CH:3][C:2]([F:1])=[CH:11][CH:10]=2)[CH2:5][CH2:6][C:7]1=[O:12]. The yield is 0.730.